Dataset: Forward reaction prediction with 1.9M reactions from USPTO patents (1976-2016). Task: Predict the product of the given reaction. Given the reactants C[O:2][C:3]([C:5]1[N:6]=[C:7]2[CH:12]=[CH:11][C:10]([Cl:13])=[N:9][N:8]2[C:14]=1[CH3:15])=O.[NH3:16], predict the reaction product. The product is: [Cl:13][C:10]1[CH:11]=[CH:12][C:7]2[N:8]([C:14]([CH3:15])=[C:5]([C:3]([NH2:16])=[O:2])[N:6]=2)[N:9]=1.